Predict the reactants needed to synthesize the given product. From a dataset of Full USPTO retrosynthesis dataset with 1.9M reactions from patents (1976-2016). (1) Given the product [OH:20][C:18]1[CH:19]=[C:10]([C:4]2[CH:3]=[C:2]([F:1])[C:7]([F:8])=[C:6]([F:9])[CH:5]=2)[CH:11]=[C:12]2[C:17]=1[N:16]=[CH:15][NH:14][C:13]2=[O:37], predict the reactants needed to synthesize it. The reactants are: [F:1][C:2]1[CH:3]=[C:4]([C:10]2[CH:11]=[C:12]3[C:17](=[C:18]([O:20]COCC[Si](C)(C)C)[CH:19]=2)[N:16]=[CH:15][N:14](COCC[Si](C)(C)C)[C:13]3=[O:37])[CH:5]=[C:6]([F:9])[C:7]=1[F:8].FC(F)(F)C(O)=O. (2) Given the product [Br:1][C:2]1[CH:3]=[C:4]([CH2:9][NH:10][C:11]([C:55]2[CH:54]=[CH:50][CH:49]=[C:48]([C:46]([NH:45][CH2:44][C:35]3[C:36]([NH:37][CH:38]4[CH2:39][CH2:40][O:41][CH2:42][CH2:43]4)=[C:31]4[CH:30]=[N:29][N:28]([CH2:26][CH3:27])[C:32]4=[N:33][C:34]=3[CH2:57][CH3:58])=[O:47])[CH:56]=2)=[O:17])[CH:5]=[C:6]([F:8])[CH:7]=1, predict the reactants needed to synthesize it. The reactants are: [Br:1][C:2]1[CH:3]=[C:4]([CH2:9][NH:10][C:11](=[O:17])OC(C)(C)C)[CH:5]=[C:6]([F:8])[CH:7]=1.Cl.CCN(CC)CC.[CH2:26]([N:28]1[C:32]2=[N:33][C:34]([CH2:57][CH3:58])=[C:35]([CH2:44][NH:45][C:46]([C:48]3[CH:49]=[C:50]([CH:54]=[CH:55][CH:56]=3)C(O)=O)=[O:47])[C:36]([NH:37][CH:38]3[CH2:43][CH2:42][O:41][CH2:40][CH2:39]3)=[C:31]2[CH:30]=[N:29]1)[CH3:27].CN(C(ON1N=NC2C=CC=CC1=2)=[N+](C)C)C.F[P-](F)(F)(F)(F)F. (3) Given the product [N:7]1[C:2]2[CH:3]=[CH:4][CH:5]=[CH:6][C:1]=2[NH:8][C:16]=1[CH2:15][O:14][C:13]1[CH:19]=[CH:20][C:10]([Cl:9])=[CH:11][CH:12]=1, predict the reactants needed to synthesize it. The reactants are: [C:1]1([NH2:8])[CH:6]=[CH:5][CH:4]=[CH:3][C:2]=1[NH2:7].[Cl:9][C:10]1[CH:20]=[CH:19][C:13]([O:14][CH2:15][C:16](O)=O)=[CH:12][CH:11]=1. (4) Given the product [C:21]([N:5]1[C:6]2[C:11](=[CH:10][CH:9]=[C:8]([C:12]#[N:13])[CH:7]=2)[C:3](/[CH:1]=[CH:20]/[C:17]2[CH:18]=[CH:19][N:14]=[CH:15][CH:16]=2)=[N:4]1)(=[O:23])[CH3:22], predict the reactants needed to synthesize it. The reactants are: [CH:1]([C:3]1[C:11]2[C:6](=[CH:7][C:8]([C:12]#[N:13])=[CH:9][CH:10]=2)[NH:5][N:4]=1)=O.[N:14]1[CH:19]=[CH:18][C:17]([CH3:20])=[CH:16][CH:15]=1.[C:21](OC(=O)C)(=[O:23])[CH3:22]. (5) Given the product [Br:28][C:25]1[CH:26]=[CH:27][C:22]2[N:23]([C:19]([C:15]3[CH:14]=[C:13]([OH:12])[CH:18]=[CH:17][CH:16]=3)=[N:20][N:21]=2)[CH:24]=1, predict the reactants needed to synthesize it. The reactants are: B(Br)(Br)Br.C([O:12][C:13]1[CH:14]=[C:15]([C:19]2[N:23]3[CH:24]=[C:25]([Br:28])[CH:26]=[CH:27][C:22]3=[N:21][N:20]=2)[CH:16]=[CH:17][CH:18]=1)C1C=CC=CC=1.C([O-])(O)=O.[Na+]. (6) Given the product [ClH:28].[NH2:20][CH:18]([C:15]1[S:16][CH:17]=[C:13]([C:11]([N:1]2[C:10]3[C:5](=[CH:6][CH:7]=[CH:8][CH:9]=3)[CH2:4][CH2:3][CH2:2]2)=[O:12])[N:14]=1)[CH3:19], predict the reactants needed to synthesize it. The reactants are: [N:1]1([C:11]([C:13]2[N:14]=[C:15]([CH:18]([NH:20]C(=O)OC(C)(C)C)[CH3:19])[S:16][CH:17]=2)=[O:12])[C:10]2[C:5](=[CH:6][CH:7]=[CH:8][CH:9]=2)[CH2:4][CH2:3][CH2:2]1.[ClH:28].O1CCOCC1. (7) The reactants are: [CH3:1][O:2][C:3]([C:5]1[N:6]=[CH:7][C:8]2[C:13]([C:14]=1[OH:15])=[CH:12][CH:11]=[CH:10][C:9]=2I)=[O:4].[CH3:17][O:18][C:19]1[CH:24]=[CH:23][CH:22]=[CH:21][C:20]=1[OH:25]. Given the product [CH3:1][O:2][C:3]([C:5]1[N:6]=[CH:7][C:8]2[C:13]([C:14]=1[OH:15])=[CH:12][CH:11]=[CH:10][C:9]=2[O:25][C:20]1[CH:21]=[CH:22][CH:23]=[CH:24][C:19]=1[O:18][CH3:17])=[O:4], predict the reactants needed to synthesize it. (8) The reactants are: [NH2:1][C:2]1[O:6][CH:5]([C:7]2[CH:12]=[CH:11][C:10]([F:13])=[C:9]([F:14])[CH:8]=2)[C:4](=[O:15])[C:3]=1[OH:16].C(N(CC)CC)C.[C:24]1([CH2:30][S:31](Cl)(=[O:33])=[O:32])[CH:29]=[CH:28][CH:27]=[CH:26][CH:25]=1.[Cl-].[NH4+]. Given the product [F:14][C:9]1[CH:8]=[C:7]([CH:5]2[C:4](=[O:15])[C:3]([O:16][S:31]([CH2:30][C:24]3[CH:29]=[CH:28][CH:27]=[CH:26][CH:25]=3)(=[O:33])=[O:32])=[C:2]([NH2:1])[O:6]2)[CH:12]=[CH:11][C:10]=1[F:13], predict the reactants needed to synthesize it.